This data is from NCI-60 drug combinations with 297,098 pairs across 59 cell lines. The task is: Regression. Given two drug SMILES strings and cell line genomic features, predict the synergy score measuring deviation from expected non-interaction effect. (1) Drug 1: CN1C(=O)N2C=NC(=C2N=N1)C(=O)N. Drug 2: C1C(C(OC1N2C=NC(=NC2=O)N)CO)O. Cell line: T-47D. Synergy scores: CSS=-5.70, Synergy_ZIP=3.45, Synergy_Bliss=3.11, Synergy_Loewe=-3.36, Synergy_HSA=-1.44. (2) Drug 1: CC1C(C(CC(O1)OC2CC(OC(C2O)C)OC3=CC4=CC5=C(C(=O)C(C(C5)C(C(=O)C(C(C)O)O)OC)OC6CC(C(C(O6)C)O)OC7CC(C(C(O7)C)O)OC8CC(C(C(O8)C)O)(C)O)C(=C4C(=C3C)O)O)O)O. Drug 2: COC1=NC(=NC2=C1N=CN2C3C(C(C(O3)CO)O)O)N. Cell line: SK-MEL-5. Synergy scores: CSS=14.2, Synergy_ZIP=0.552, Synergy_Bliss=0.348, Synergy_Loewe=-48.9, Synergy_HSA=-0.341. (3) Drug 1: C1C(C(OC1N2C=C(C(=O)NC2=O)F)CO)O. Drug 2: CC1=C(C=C(C=C1)C(=O)NC2=CC(=CC(=C2)C(F)(F)F)N3C=C(N=C3)C)NC4=NC=CC(=N4)C5=CN=CC=C5. Cell line: SK-OV-3. Synergy scores: CSS=2.19, Synergy_ZIP=-6.41, Synergy_Bliss=-3.49, Synergy_Loewe=-16.7, Synergy_HSA=-5.93. (4) Drug 1: COC1=C(C=C2C(=C1)N=CN=C2NC3=CC(=C(C=C3)F)Cl)OCCCN4CCOCC4. Drug 2: CN(CC1=CN=C2C(=N1)C(=NC(=N2)N)N)C3=CC=C(C=C3)C(=O)NC(CCC(=O)O)C(=O)O. Cell line: OVCAR-5. Synergy scores: CSS=61.4, Synergy_ZIP=2.23, Synergy_Bliss=5.20, Synergy_Loewe=6.98, Synergy_HSA=8.00. (5) Drug 1: CN1CCC(CC1)COC2=C(C=C3C(=C2)N=CN=C3NC4=C(C=C(C=C4)Br)F)OC. Drug 2: CC(C1=C(C=CC(=C1Cl)F)Cl)OC2=C(N=CC(=C2)C3=CN(N=C3)C4CCNCC4)N. Cell line: SW-620. Synergy scores: CSS=20.8, Synergy_ZIP=-2.61, Synergy_Bliss=3.09, Synergy_Loewe=1.51, Synergy_HSA=1.48. (6) Cell line: SK-OV-3. Drug 2: C1CCC(CC1)NC(=O)N(CCCl)N=O. Synergy scores: CSS=49.4, Synergy_ZIP=5.13, Synergy_Bliss=4.95, Synergy_Loewe=-5.08, Synergy_HSA=5.90. Drug 1: CC12CCC3C(C1CCC2=O)CC(=C)C4=CC(=O)C=CC34C. (7) Drug 1: CC=C1C(=O)NC(C(=O)OC2CC(=O)NC(C(=O)NC(CSSCCC=C2)C(=O)N1)C(C)C)C(C)C. Drug 2: C1CCC(C(C1)N)N.C(=O)(C(=O)[O-])[O-].[Pt+4]. Cell line: MDA-MB-435. Synergy scores: CSS=68.7, Synergy_ZIP=4.94, Synergy_Bliss=5.15, Synergy_Loewe=-21.7, Synergy_HSA=7.93.